Task: Predict the reactants needed to synthesize the given product.. Dataset: Full USPTO retrosynthesis dataset with 1.9M reactions from patents (1976-2016) Given the product [CH3:1][O:2][CH2:3][O:4][C:5]1[CH:14]=[CH:13][C:12]2[O:11][CH:10]([C:15]3[CH:16]=[CH:17][C:18]([O:21][CH2:22][O:23][CH3:24])=[CH:19][CH:20]=3)[CH:9]3[CH2:25][CH:26]([OH:28])[CH2:27][CH:8]3[C:7]=2[CH:6]=1, predict the reactants needed to synthesize it. The reactants are: [CH3:1][O:2][CH2:3][O:4][C:5]1[CH:14]=[CH:13][C:12]2[O:11][CH:10]([C:15]3[CH:20]=[CH:19][C:18]([O:21][CH2:22][O:23][CH3:24])=[CH:17][CH:16]=3)[CH:9]3[CH2:25][C:26](=[O:28])[CH2:27][CH:8]3[C:7]=2[CH:6]=1.[BH4-].[Na+].[Cl-].[NH4+].